Dataset: Full USPTO retrosynthesis dataset with 1.9M reactions from patents (1976-2016). Task: Predict the reactants needed to synthesize the given product. (1) Given the product [F:11][C:4]1[CH:3]=[C:2]([C:16]2[CH:17]=[CH:18][C:13]([O:12][CH2:35][C:36]3[CH:37]=[C:38]([CH:43]=[CH:44][CH:45]=3)[C:39]([OH:41])=[O:40])=[CH:14][CH:15]=2)[C:10]2[O:9][CH2:8][CH2:7][C:6]=2[CH:5]=1, predict the reactants needed to synthesize it. The reactants are: Br[C:2]1[C:10]2[O:9][CH2:8][CH2:7][C:6]=2[CH:5]=[C:4]([F:11])[CH:3]=1.[OH:12][C:13]1[CH:18]=[CH:17][C:16](B(O)O)=[CH:15][CH:14]=1.C(=O)([O-])[O-].[Na+].[Na+].C(=O)([O-])[O-].[K+].[K+].Br[CH2:35][C:36]1[CH:37]=[C:38]([CH:43]=[CH:44][CH:45]=1)[C:39]([O:41]C)=[O:40]. (2) Given the product [CH3:1][O:2][C:3]([C:5]1[S:6][C:7]([C:27]#[C:28][C:29]([CH3:32])([CH3:31])[CH3:30])=[CH:8][C:9]=1[N:10]([C@H:20]1[CH2:25][CH2:24][C@H:23]([F:39])[CH2:22][CH2:21]1)[C:11]([C@H:13]1[CH2:18][CH2:17][C@H:16]([CH3:19])[CH2:15][CH2:14]1)=[O:12])=[O:4], predict the reactants needed to synthesize it. The reactants are: [CH3:1][O:2][C:3]([C:5]1[S:6][C:7]([C:27]#[C:28][C:29]([CH3:32])([CH3:31])[CH3:30])=[CH:8][C:9]=1[N:10]([C@H:20]1[CH2:25][CH2:24][C@H:23](O)[CH2:22][CH2:21]1)[C:11]([C@H:13]1[CH2:18][CH2:17][C@H:16]([CH3:19])[CH2:15][CH2:14]1)=[O:12])=[O:4].C(N(S(F)(F)[F:39])CC)C. (3) Given the product [CH:12]1([CH2:11][N:6]2[CH2:5][CH2:4][CH2:3][CH2:2][C:1]2=[O:7])[CH2:17][CH2:16][CH2:15][CH2:14][CH2:13]1, predict the reactants needed to synthesize it. The reactants are: [C:1]1(=[O:7])[NH:6][CH2:5][CH2:4][CH2:3][CH2:2]1.[H-].[Na+].Br[CH2:11][CH:12]1[CH2:17][CH2:16][CH2:15][CH2:14][CH2:13]1. (4) Given the product [CH3:60][CH:9]1[CH2:10][CH:11]([N:14]2[CH2:19][CH2:18][N:17]3[C:20]([NH:23][S:24]([C:27]4[CH:32]=[CH:31][C:30]([NH:33][C@@H:34]([CH2:43][S:44][C:47]5[CH:48]=[CH:49][CH:50]=[CH:51][CH:52]=5)[CH2:35][CH2:36][N:37]5[CH2:38][CH2:39][O:40][CH2:41][CH2:42]5)=[C:29]([S:53]([C:56]([F:59])([F:57])[F:58])(=[O:55])=[O:54])[CH:28]=4)(=[O:26])=[O:25])=[N:21][N:22]=[C:16]3[CH2:15]2)[CH2:12][CH2:13][NH:8]1, predict the reactants needed to synthesize it. The reactants are: C(OC([N:8]1[CH2:13][CH2:12][CH:11]([N:14]2[CH2:19][CH2:18][N:17]3[C:20]([NH:23][S:24]([C:27]4[CH:32]=[CH:31][C:30]([NH:33][C@@H:34]([CH2:43][S:44]([C:47]5[CH:52]=[CH:51][CH:50]=[CH:49][CH:48]=5)(=O)=O)[CH2:35][CH2:36][N:37]5[CH2:42][CH2:41][O:40][CH2:39][CH2:38]5)=[C:29]([S:53]([C:56]([F:59])([F:58])[F:57])(=[O:55])=[O:54])[CH:28]=4)(=[O:26])=[O:25])=[N:21][N:22]=[C:16]3[CH2:15]2)[CH2:10][CH:9]1[CH3:60])=O)(C)(C)C.FC(F)(F)C(O)=O. (5) Given the product [C:44]([CH2:43][CH2:42][CH2:41][N:33]1[CH:34]=[C:35]([C:36]([OH:38])=[O:37])[C:31]([CH2:30][C@H:10]2[O:11][C@H:12]([C:20]3[CH:25]=[CH:24][CH:23]=[C:22]([O:26][CH3:27])[C:21]=3[O:28][CH3:29])[C:13]3[CH:18]=[C:17]([Cl:19])[CH:16]=[CH:15][C:14]=3[N:8]([CH2:7][C:6]([CH3:50])([CH3:51])[CH2:5][OH:4])[C:9]2=[O:49])=[N:32]1)([OH:46])=[O:45], predict the reactants needed to synthesize it. The reactants are: C([O:4][CH2:5][C:6]([CH3:51])([CH3:50])[CH2:7][N:8]1[C:14]2[CH:15]=[CH:16][C:17]([Cl:19])=[CH:18][C:13]=2[C@@H:12]([C:20]2[CH:25]=[CH:24][CH:23]=[C:22]([O:26][CH3:27])[C:21]=2[O:28][CH3:29])[O:11][C@H:10]([CH2:30][C:31]2[C:35]([C:36]([O:38]CC)=[O:37])=[CH:34][N:33]([CH2:41][CH2:42][CH2:43][C:44]([O:46]CC)=[O:45])[N:32]=2)[C:9]1=[O:49])(=O)C.[OH-].[Na+].Cl. (6) Given the product [I:10][C:3]1[C:4]([CH3:9])=[CH:5][C:6]([CH3:8])=[CH:7][C:2]=1[B:16]([OH:21])[OH:17], predict the reactants needed to synthesize it. The reactants are: I[C:2]1[CH:7]=[C:6]([CH3:8])[CH:5]=[C:4]([CH3:9])[C:3]=1[I:10].C([Mg]Cl)(C)C.[B:16](OC(C)C)([O:21]C(C)C)[O:17]C(C)C.[NH4+].[Cl-]. (7) Given the product [CH3:1][N:2]1[CH2:3][CH2:4][N:5]([C:8]2[C:13]([CH2:14][CH:15]3[CH2:19][CH2:18][N:17]([C:22]4[CH:27]=[CH:26][C:25]([C:28]([F:31])([F:30])[F:29])=[CH:24][CH:23]=4)[C:16]3=[O:20])=[CH:12][CH:11]=[CH:10][N:9]=2)[CH2:6][CH2:7]1, predict the reactants needed to synthesize it. The reactants are: [CH3:1][N:2]1[CH2:7][CH2:6][N:5]([C:8]2[C:13]([CH2:14][CH:15]3[CH2:19][CH2:18][NH:17][C:16]3=[O:20])=[CH:12][CH:11]=[CH:10][N:9]=2)[CH2:4][CH2:3]1.Br[C:22]1[CH:27]=[CH:26][C:25]([C:28]([F:31])([F:30])[F:29])=[CH:24][CH:23]=1.CC1(C)C2C=CC=C(P(C3C=CC=CC=3)C3C=CC=CC=3)C=2OC2C1=CC=CC=2P(C1C=CC=CC=1)C1C=CC=CC=1.C(=O)([O-])[O-].[Cs+].[Cs+].